This data is from Forward reaction prediction with 1.9M reactions from USPTO patents (1976-2016). The task is: Predict the product of the given reaction. (1) Given the reactants [S:1]1[C:5]2[CH:6]=[CH:7][CH:8]=[CH:9][C:4]=2[N:3]=[C:2]1[C:10]1[C:11](=[O:30])[O:12][C:13]2[C:18]([CH:19]=1)=[CH:17][CH:16]=[C:15]([N:20]1[CH2:25][CH2:24][N:23]([CH2:26][CH2:27][CH2:28][OH:29])[CH2:22][CH2:21]1)[CH:14]=2.CCN(C(C)C)C(C)C.[S:40](Cl)([C:43]1[CH:49]=[CH:48][C:46]([CH3:47])=[CH:45][CH:44]=1)(=[O:42])=[O:41].C(=O)(O)[O-].[Na+], predict the reaction product. The product is: [S:1]1[C:5]2[CH:6]=[CH:7][CH:8]=[CH:9][C:4]=2[N:3]=[C:2]1[C:10]1[C:11](=[O:30])[O:12][C:13]2[C:18]([CH:19]=1)=[CH:17][CH:16]=[C:15]([N:20]1[CH2:25][CH2:24][N:23]([CH2:26][CH2:27][CH2:28][O:29][S:40]([C:43]3[CH:49]=[CH:48][C:46]([CH3:47])=[CH:45][CH:44]=3)(=[O:42])=[O:41])[CH2:22][CH2:21]1)[CH:14]=2. (2) Given the reactants C[O:2][C:3](=[O:31])[CH2:4][CH:5]1[C:9]2=[C:10]([S:23][C:24]3[CH:29]=[CH:28][C:27]([Cl:30])=[CH:26][CH:25]=3)[C:11]3[C:12]([S:19]([CH3:22])(=[O:21])=[O:20])=[CH:13][C:14]([O:17][CH3:18])=[CH:15][C:16]=3[N:8]2[CH2:7][CH2:6]1.[Li+].[OH-], predict the reaction product. The product is: [Cl:30][C:27]1[CH:28]=[CH:29][C:24]([S:23][C:10]2[C:11]3[C:12]([S:19]([CH3:22])(=[O:21])=[O:20])=[CH:13][C:14]([O:17][CH3:18])=[CH:15][C:16]=3[N:8]3[CH2:7][CH2:6][CH:5]([CH2:4][C:3]([OH:31])=[O:2])[C:9]=23)=[CH:25][CH:26]=1.